From a dataset of NCI-60 drug combinations with 297,098 pairs across 59 cell lines. Regression. Given two drug SMILES strings and cell line genomic features, predict the synergy score measuring deviation from expected non-interaction effect. (1) Drug 1: CC1=CC2C(CCC3(C2CCC3(C(=O)C)OC(=O)C)C)C4(C1=CC(=O)CC4)C. Drug 2: CCCCCOC(=O)NC1=NC(=O)N(C=C1F)C2C(C(C(O2)C)O)O. Cell line: NCI-H460. Synergy scores: CSS=5.05, Synergy_ZIP=0.491, Synergy_Bliss=0.888, Synergy_Loewe=0.856, Synergy_HSA=0.907. (2) Drug 1: CC(C1=C(C=CC(=C1Cl)F)Cl)OC2=C(N=CC(=C2)C3=CN(N=C3)C4CCNCC4)N. Drug 2: CC1=C2C(C(=O)C3(C(CC4C(C3C(C(C2(C)C)(CC1OC(=O)C(C(C5=CC=CC=C5)NC(=O)OC(C)(C)C)O)O)OC(=O)C6=CC=CC=C6)(CO4)OC(=O)C)O)C)O. Cell line: IGROV1. Synergy scores: CSS=22.1, Synergy_ZIP=-1.41, Synergy_Bliss=3.77, Synergy_Loewe=-11.5, Synergy_HSA=3.70. (3) Drug 1: COC1=NC(=NC2=C1N=CN2C3C(C(C(O3)CO)O)O)N. Drug 2: CC1=C2C(C(=O)C3(C(CC4C(C3C(C(C2(C)C)(CC1OC(=O)C(C(C5=CC=CC=C5)NC(=O)C6=CC=CC=C6)O)O)OC(=O)C7=CC=CC=C7)(CO4)OC(=O)C)O)C)OC(=O)C. Cell line: COLO 205. Synergy scores: CSS=2.70, Synergy_ZIP=-2.90, Synergy_Bliss=-4.77, Synergy_Loewe=-9.05, Synergy_HSA=-5.08. (4) Drug 1: CC12CCC(CC1=CCC3C2CCC4(C3CC=C4C5=CN=CC=C5)C)O. Drug 2: CC1=CC2C(CCC3(C2CCC3(C(=O)C)OC(=O)C)C)C4(C1=CC(=O)CC4)C. Cell line: HOP-62. Synergy scores: CSS=-13.7, Synergy_ZIP=1.42, Synergy_Bliss=-6.95, Synergy_Loewe=-17.1, Synergy_HSA=-12.7. (5) Drug 1: CN(C)C(=N)N=C(N)N. Drug 2: CCN(CC)CCNC(=O)C1=C(NC(=C1C)C=C2C3=C(C=CC(=C3)F)NC2=O)C. Cell line: SK-OV-3. Synergy scores: CSS=49.0, Synergy_ZIP=2.71, Synergy_Bliss=2.56, Synergy_Loewe=-64.7, Synergy_HSA=5.17. (6) Drug 1: CN(CC1=CN=C2C(=N1)C(=NC(=N2)N)N)C3=CC=C(C=C3)C(=O)NC(CCC(=O)O)C(=O)O. Drug 2: C1CN1P(=S)(N2CC2)N3CC3. Cell line: TK-10. Synergy scores: CSS=42.4, Synergy_ZIP=-0.730, Synergy_Bliss=-0.420, Synergy_Loewe=-25.4, Synergy_HSA=-2.92. (7) Drug 1: CS(=O)(=O)C1=CC(=C(C=C1)C(=O)NC2=CC(=C(C=C2)Cl)C3=CC=CC=N3)Cl. Drug 2: CC1=C2C(C(=O)C3(C(CC4C(C3C(C(C2(C)C)(CC1OC(=O)C(C(C5=CC=CC=C5)NC(=O)OC(C)(C)C)O)O)OC(=O)C6=CC=CC=C6)(CO4)OC(=O)C)OC)C)OC. Cell line: HL-60(TB). Synergy scores: CSS=89.7, Synergy_ZIP=23.4, Synergy_Bliss=24.3, Synergy_Loewe=-1.63, Synergy_HSA=22.0.